From a dataset of Forward reaction prediction with 1.9M reactions from USPTO patents (1976-2016). Predict the product of the given reaction. (1) Given the reactants C(O[C:4]([C:6]1[C:7]([OH:26])=[C:8]2[C:16]([Cl:17])=[CH:15][N:14]([CH2:18][CH2:19][C:20]3[CH:25]=[CH:24][CH:23]=[CH:22][CH:21]=3)[C:9]2=[C:10]([C:12]#[N:13])[N:11]=1)=[O:5])C.[NH2:27][CH2:28][C:29]([OH:31])=[O:30].C[O-].[Na+].CO, predict the reaction product. The product is: [Cl:17][C:16]1[C:8]2[C:9](=[C:10]([C:12]#[N:13])[N:11]=[C:6]([C:4]([NH:27][CH2:28][C:29]([OH:31])=[O:30])=[O:5])[C:7]=2[OH:26])[N:14]([CH2:18][CH2:19][C:20]2[CH:21]=[CH:22][CH:23]=[CH:24][CH:25]=2)[CH:15]=1. (2) Given the reactants [OH:1][CH2:2][CH:3]1[O:8][CH2:7][CH2:6][N:5]([C:9]([O:11][C:12]([CH3:15])([CH3:14])[CH3:13])=[O:10])[CH2:4]1.[CH3:16][S:17](Cl)(=[O:19])=[O:18], predict the reaction product. The product is: [C:12]([O:11][C:9]([N:5]1[CH2:6][CH2:7][O:8][CH:3]([CH2:2][O:1][S:17]([CH3:16])(=[O:19])=[O:18])[CH2:4]1)=[O:10])([CH3:15])([CH3:14])[CH3:13]. (3) Given the reactants [CH3:1][O:2][C:3](=[O:30])[C:4]1[CH:9]=[C:8]([CH3:10])[CH:7]=[CH:6][C:5]=1[NH:11][C:12]1[N:13]([C:22]2[CH:27]=[CH:26][CH:25]=[CH:24][C:23]=2[O:28][CH3:29])[N:14]=[C:15]([CH2:20][CH3:21])[C:16]=1[C:17](=[S:19])[NH2:18].Cl[CH2:32][C:33](N(C)C)=[O:34].[CH3:38]O, predict the reaction product. The product is: [CH3:1][O:2][C:3](=[O:30])[C:4]1[CH:9]=[C:8]([CH3:10])[CH:7]=[CH:6][C:5]=1[NH:11][C:12]1[N:13]([C:22]2[CH:27]=[CH:26][CH:25]=[CH:24][C:23]=2[O:28][CH3:29])[N:14]=[C:15]([CH2:20][CH3:21])[C:16]=1[C:17]1[S:19][CH:32]=[C:33]([O:34][CH3:38])[N:18]=1.